From a dataset of Forward reaction prediction with 1.9M reactions from USPTO patents (1976-2016). Predict the product of the given reaction. (1) The product is: [C:1]([O:5][C:6]([N:8]1[CH2:12][CH2:11][CH2:10][C:9]1([CH2:16][O:17][CH2:18][C:19]1[CH:24]=[CH:23][CH:22]=[CH:21][CH:20]=1)[C:13](=[O:14])[NH2:25])=[O:7])([CH3:4])([CH3:3])[CH3:2]. Given the reactants [C:1]([O:5][C:6]([N:8]1[CH2:12][CH2:11][CH2:10][C:9]1([CH2:16][O:17][CH2:18][C:19]1[CH:24]=[CH:23][CH:22]=[CH:21][CH:20]=1)[C:13](O)=[O:14])=[O:7])([CH3:4])([CH3:3])[CH3:2].[NH3:25], predict the reaction product. (2) Given the reactants [CH2:1]([NH:8][CH:9]1[CH2:15][CH2:14][CH2:13][C:12]2[CH:16]=[CH:17][C:18]([O:20][CH:21]([CH3:23])[CH3:22])=[CH:19][C:11]=2[CH2:10]1)[C:2]1[CH:7]=[CH:6][CH:5]=[CH:4][CH:3]=1.[O:24]([CH2:31][C@H:32]1[O:34][CH2:33]1)[C:25]1[CH:30]=[CH:29][CH:28]=[CH:27][CH:26]=1.FC(F)(F)S([O-])(=O)=O.[Yb+3].FC(F)(F)S([O-])(=O)=O.FC(F)(F)S([O-])(=O)=O.C(=O)([O-])O.[Na+], predict the reaction product. The product is: [CH2:1]([N:8]([CH2:33][C@H:32]([OH:34])[CH2:31][O:24][C:25]1[CH:30]=[CH:29][CH:28]=[CH:27][CH:26]=1)[CH:9]1[CH2:15][CH2:14][CH2:13][C:12]2[CH:16]=[CH:17][C:18]([O:20][CH:21]([CH3:23])[CH3:22])=[CH:19][C:11]=2[CH2:10]1)[C:2]1[CH:3]=[CH:4][CH:5]=[CH:6][CH:7]=1. (3) Given the reactants Br[C:2]1[C:3]([Cl:12])=[N:4][CH:5]=[C:6]([C:8]([F:11])([F:10])[F:9])[CH:7]=1.C[C:14](C)=[O:15].[Li]CCCC, predict the reaction product. The product is: [Cl:12][C:3]1[C:2]([CH:14]=[O:15])=[CH:7][C:6]([C:8]([F:11])([F:10])[F:9])=[CH:5][N:4]=1. (4) Given the reactants [CH2:1]=[C:2]1[CH2:7][CH2:6][N:5]([C:8]([O:10][C:11]([CH3:14])([CH3:13])[CH3:12])=[O:9])[CH2:4][CH2:3]1.C(OCC)C.[Cl:20][C:21](Cl)([Cl:25])[C:22](Cl)=[O:23].C(=O)(O)[O-].[Na+], predict the reaction product. The product is: [Cl:20][C:21]1([Cl:25])[C:2]2([CH2:7][CH2:6][N:5]([C:8]([O:10][C:11]([CH3:14])([CH3:13])[CH3:12])=[O:9])[CH2:4][CH2:3]2)[CH2:1][C:22]1=[O:23]. (5) Given the reactants [CH2:1]([C@@H:3]1[CH2:7][CH2:6][CH2:5][N:4]1[C:8]1[N:13]=[C:12]([NH:14][CH3:15])[N:11]=[C:10]([C:16]2[CH:23]=[C:22]([S:24][CH3:25])[C:19]([C:20]#[N:21])=[C:18](F)[CH:17]=2)[CH:9]=1)[CH3:2].CCN(C(C)C)C(C)C.[NH2:36][NH2:37], predict the reaction product. The product is: [CH2:1]([C@@H:3]1[CH2:7][CH2:6][CH2:5][N:4]1[C:8]1[N:13]=[C:12]([NH:14][CH3:15])[N:11]=[C:10]([C:16]2[CH:17]=[C:18]3[C:19]([C:20]([NH2:21])=[N:36][NH:37]3)=[C:22]([S:24][CH3:25])[CH:23]=2)[CH:9]=1)[CH3:2].